This data is from Peptide-MHC class II binding affinity with 134,281 pairs from IEDB. The task is: Regression. Given a peptide amino acid sequence and an MHC pseudo amino acid sequence, predict their binding affinity value. This is MHC class II binding data. The peptide sequence is PDTTCSEIEEFRDRA. The MHC is HLA-DPA10103-DPB10301 with pseudo-sequence HLA-DPA10103-DPB10301. The binding affinity (normalized) is 0.